From a dataset of NCI-60 drug combinations with 297,098 pairs across 59 cell lines. Regression. Given two drug SMILES strings and cell line genomic features, predict the synergy score measuring deviation from expected non-interaction effect. Drug 1: C1CCC(CC1)NC(=O)N(CCCl)N=O. Drug 2: C(CC(=O)O)C(=O)CN.Cl. Cell line: A498. Synergy scores: CSS=7.85, Synergy_ZIP=-3.05, Synergy_Bliss=0.718, Synergy_Loewe=-1.66, Synergy_HSA=-0.232.